The task is: Predict the reaction yield, written as a fraction of the theoretical maximum amount of product (1.0 means a 100% yield; for example, 0.34 means a 34% yield).. This data is from Reaction yield outcomes from USPTO patents with 853,638 reactions. (1) The reactants are [Si:1]([O:18][CH2:19][C:20]1[C:25]([S:26]([CH3:29])(=[O:28])=[O:27])=[CH:24][C:23]([NH:30][S:31]([CH3:34])(=[O:33])=[O:32])=[C:22](I)[CH:21]=1)([C:14]([CH3:17])([CH3:16])[CH3:15])([C:8]1[CH:13]=[CH:12][CH:11]=[CH:10][CH:9]=1)[C:2]1[CH:7]=[CH:6][CH:5]=[CH:4][CH:3]=1.[CH3:36][CH:37]([CH3:42])[CH:38]([OH:41])[C:39]#[CH:40]. The catalyst is C1COCC1.CCN(CC)CC.CCOC(C)=O.Cl[Pd](Cl)([P](C1C=CC=CC=1)(C1C=CC=CC=1)C1C=CC=CC=1)[P](C1C=CC=CC=1)(C1C=CC=CC=1)C1C=CC=CC=1.[Cu]I. The product is [Si:1]([O:18][CH2:19][C:20]1[CH:21]=[C:22]2[C:23](=[CH:24][C:25]=1[S:26]([CH3:29])(=[O:28])=[O:27])[N:30]([S:31]([CH3:34])(=[O:33])=[O:32])[C:39]([CH:38]([OH:41])[CH:37]([CH3:42])[CH3:36])=[CH:40]2)([C:14]([CH3:17])([CH3:16])[CH3:15])([C:8]1[CH:13]=[CH:12][CH:11]=[CH:10][CH:9]=1)[C:2]1[CH:7]=[CH:6][CH:5]=[CH:4][CH:3]=1. The yield is 0.900. (2) The reactants are C([N:3](CC)CC)C.Cl[C:9]([CH:11]=[CH:12][C:13]1[CH:18]=[CH:17][C:16](OC(=O)C2C=CC(F)=C(F)C=2)=[CH:15][CH:14]=1)=[O:10].[CH3:30][OH:31]. The catalyst is CN1CCCC1=O. The product is [C:9]1(=[O:10])[NH:3][C:30](=[O:31])[CH:12]=[CH:11]1.[CH2:11]=[CH:12][C:13]1[CH:18]=[CH:17][CH:16]=[CH:15][CH:14]=1. The yield is 0.600. (3) The product is [Cl:1][C:2]1[CH:10]=[C:9]2[C:5]([C:6]([CH:19]=[O:22])=[CH:7][NH:8]2)=[CH:4][C:3]=1[C:26]1[CH:27]=[CH:28][C:29]([CH:32]2[CH2:36][CH2:35][CH2:34][N:33]2[CH3:37])=[CH:30][CH:31]=1. The reactants are [Cl:1][C:2]1[CH:10]=[C:9]2[C:5]([CH:6]=[CH:7][NH:8]2)=[CH:4][C:3]=1B1OCC(C)(C)CO1.[C:19](=[O:22])([O-])[O-].[K+].[K+].Br[C:26]1[CH:31]=[CH:30][C:29]([CH:32]2[CH2:36][CH2:35][CH2:34][N:33]2[CH3:37])=[CH:28][CH:27]=1. The catalyst is O1CCOCC1.CN(C)C=O.C1C=CC(P(C2C=CC=CC=2)[C-]2C=CC=C2)=CC=1.C1C=CC(P(C2C=CC=CC=2)[C-]2C=CC=C2)=CC=1.Cl[Pd]Cl.[Fe+2]. The yield is 0.532. (4) The product is [Cl:24][C:23]1[C:18]([CH2:17][CH2:16][C:15]2[CH:45]=[CH:46][CH:47]=[CH:48][C:14]=2[C:11]2([C:8]([NH2:9])=[O:10])[CH2:13][CH2:12]2)=[N:19][C:20]([NH:25][C:26]2[CH:31]=[N:30][C:29]([CH:32]3[CH2:37][CH2:36][NH:35][CH2:34][CH2:33]3)=[CH:28][CH:27]=2)=[N:21][CH:22]=1. The catalyst is C(Cl)Cl. The reactants are C(O)(C(F)(F)F)=O.[C:8]([C:11]1([C:14]2[CH:48]=[CH:47][CH:46]=[CH:45][C:15]=2[CH2:16][CH2:17][C:18]2[C:23]([Cl:24])=[CH:22][N:21]=[C:20]([NH:25][C:26]3[CH:27]=[CH:28][C:29]([CH:32]4[CH2:37][CH2:36][N:35](C(OC(C)(C)C)=O)[CH2:34][CH2:33]4)=[N:30][CH:31]=3)[N:19]=2)[CH2:13][CH2:12]1)(=[O:10])[NH2:9]. The yield is 0.770. (5) The reactants are [C:1]([C:5]1[CH:12]=[CH:11][C:8]([CH:9]=O)=[CH:7][CH:6]=1)([O:3][CH3:4])=[O:2].[CH3:13][C:14]([CH3:16])=[O:15].[OH-:17].[Na+]. The catalyst is CO.O. The product is [C:1]([C:5]1[CH:12]=[CH:11][C:8]([CH:9]=[CH:13][C:14](=[O:15])[CH:16]=[CH:9][C:8]2[CH:11]=[CH:12][C:5]([C:1]([O:3][CH3:4])=[O:17])=[CH:6][CH:7]=2)=[CH:7][CH:6]=1)([O:3][CH3:4])=[O:2]. The yield is 0.440. (6) The catalyst is CO. The reactants are COC[O:4][C:5]1[CH:10]=[C:9]([O:11]COC)[CH:8]=[CH:7][C:6]=1[C:15]1[CH2:19][CH2:18][C:17](=[O:20])[CH:16]=1. The product is [OH:4][C:5]1[CH:10]=[C:9]([OH:11])[CH:8]=[CH:7][C:6]=1[C:15]1[CH2:19][CH2:18][C:17](=[O:20])[CH:16]=1. The yield is 0.790.